This data is from Catalyst prediction with 721,799 reactions and 888 catalyst types from USPTO. The task is: Predict which catalyst facilitates the given reaction. (1) Reactant: [F:1][C:2]1[CH:7]=[CH:6][C:5]([C:8]2[N:13]=[CH:12][N:11]=[C:10]([N:14]([CH2:21][C:22]3[CH:27]=[CH:26][C:25]([S:28][C:29]([CH3:38])([CH3:37])[C:30]([O:32]C(C)(C)C)=[O:31])=[CH:24][CH:23]=3)[CH2:15][C:16]3[O:17][CH:18]=[CH:19][CH:20]=3)[CH:9]=2)=[CH:4][C:3]=1[CH3:39].Cl. Product: [F:1][C:2]1[CH:7]=[CH:6][C:5]([C:8]2[N:13]=[CH:12][N:11]=[C:10]([N:14]([CH2:21][C:22]3[CH:27]=[CH:26][C:25]([S:28][C:29]([CH3:37])([CH3:38])[C:30]([OH:32])=[O:31])=[CH:24][CH:23]=3)[CH2:15][C:16]3[O:17][CH:18]=[CH:19][CH:20]=3)[CH:9]=2)=[CH:4][C:3]=1[CH3:39]. The catalyst class is: 12. (2) Reactant: [Cl:1][C:2]1[CH:7]=[CH:6][C:5]([C:8](=[O:21])[CH2:9][N:10]2[C:15](=[O:16])[CH:14]=[CH:13][CH:12]=[C:11]2[C:17]([O:19]C)=[O:18])=[CH:4][CH:3]=1.[OH-].[Na+].Cl. Product: [Cl:1][C:2]1[CH:7]=[CH:6][C:5]([C:8](=[O:21])[CH2:9][N:10]2[C:15](=[O:16])[CH:14]=[CH:13][CH:12]=[C:11]2[C:17]([OH:19])=[O:18])=[CH:4][CH:3]=1. The catalyst class is: 24. (3) Reactant: [Cl:1][C:2]1[NH:3][CH:4]=[C:5]([N+:7]([O-:9])=[O:8])[N:6]=1.[C:10]([O:13][CH2:14][CH2:15][CH2:16][C:17]1([CH3:20])[CH2:19][O:18]1)(=[O:12])[CH3:11].C([O-])(=O)C.[Na+]. Product: [Cl:1][C:2]1[N:3]([CH2:20][C:17]([OH:18])([CH3:19])[CH2:16][CH2:15][CH2:14][O:13][C:10](=[O:12])[CH3:11])[CH:4]=[C:5]([N+:7]([O-:9])=[O:8])[N:6]=1. The catalyst class is: 8.